This data is from Forward reaction prediction with 1.9M reactions from USPTO patents (1976-2016). The task is: Predict the product of the given reaction. (1) Given the reactants [CH3:1][O:2][C:3]1[CH:4]=[C:5]([CH2:13][C:14]([O:16][CH3:17])=[O:15])[CH:6]=[CH:7][C:8]=1[C:9]([F:12])([F:11])[F:10].[Li+].C[Si]([N-][Si](C)(C)C)(C)C.[CH3:28][O:29][C:30]1[CH:38]=[CH:37][C:36]([O:39][CH3:40])=[CH:35][C:31]=1[C:32](Cl)=[O:33], predict the reaction product. The product is: [CH3:28][O:29][C:30]1[CH:38]=[CH:37][C:36]([O:39][CH3:40])=[CH:35][C:31]=1[C:32](=[O:33])[CH:13]([C:5]1[CH:6]=[CH:7][C:8]([C:9]([F:11])([F:10])[F:12])=[C:3]([O:2][CH3:1])[CH:4]=1)[C:14]([O:16][CH3:17])=[O:15]. (2) Given the reactants [F:1][C:2]1[C:3]([C:8]2[CH:13]=[CH:12][N:11]=[CH:10][C:9]=2[NH:14][CH3:15])=[N:4][CH:5]=[CH:6][CH:7]=1.[F:16][C:17]([F:32])([F:31])[C:18]1[CH:19]=[C:20]([CH:24]=[C:25]([C:27]([F:30])([F:29])[F:28])[CH:26]=1)[C:21](Cl)=[O:22], predict the reaction product. The product is: [F:1][C:2]1[C:3]([C:8]2[CH:13]=[CH:12][N:11]=[CH:10][C:9]=2[N:14]([CH3:15])[C:21](=[O:22])[C:20]2[CH:19]=[C:18]([C:17]([F:32])([F:31])[F:16])[CH:26]=[C:25]([C:27]([F:30])([F:29])[F:28])[CH:24]=2)=[N:4][CH:5]=[CH:6][CH:7]=1. (3) The product is: [NH2:43][C:44]1[N:45]=[C:24]([C:25]([N:27]2[CH2:28][C:29]3[C:34](=[CH:33][CH:32]=[CH:31][CH:30]=3)[CH2:35]2)=[O:26])[C:10]2[C:9](=[CH:14][CH:13]=[C:12]([C:15]3([C:19]([O:21][CH2:22][CH3:23])=[O:20])[CH2:18][CH2:17][CH2:16]3)[CH:11]=2)[N:8]=1. Given the reactants C(OC([NH:8][C:9]1[CH:14]=[CH:13][C:12]([C:15]2([C:19]([O:21][CH2:22][CH3:23])=[O:20])[CH2:18][CH2:17][CH2:16]2)=[CH:11][C:10]=1[C:24](=O)[C:25]([N:27]1[CH2:35][C:34]2[C:29](=[CH:30][CH:31]=[CH:32][CH:33]=2)[CH2:28]1)=[O:26])=O)(C)(C)C.[F-].[Cs+].C[Si]([N:43]=[C:44]=[N:45][Si](C)(C)C)(C)C.Cl.C(=O)(O)[O-], predict the reaction product. (4) Given the reactants Br[CH2:2][C:3]1[CH:4]=[C:5]([CH:37]=[CH:38][CH:39]=1)[C:6]([NH:8][C:9]1[CH:14]=[CH:13][C:12]([N:15]2[CH2:20][CH2:19][CH2:18][CH2:17][CH2:16]2)=[CH:11][C:10]=1[C:21]([NH:23]/[N:24]=[CH:25]/[C:26]1[CH:31]=[CH:30][C:29]([Cl:32])=[C:28]([C:33]([F:36])([F:35])[F:34])[CH:27]=1)=[O:22])=[O:7].[CH3:40][NH2:41], predict the reaction product. The product is: [Cl:32][C:29]1[CH:30]=[CH:31][C:26](/[CH:25]=[N:24]/[NH:23][C:21]([C:10]2[CH:11]=[C:12]([N:15]3[CH2:16][CH2:17][CH2:18][CH2:19][CH2:20]3)[CH:13]=[CH:14][C:9]=2[NH:8][C:6](=[O:7])[C:5]2[CH:37]=[CH:38][CH:39]=[C:3]([CH2:2][NH:41][CH3:40])[CH:4]=2)=[O:22])=[CH:27][C:28]=1[C:33]([F:36])([F:35])[F:34]. (5) The product is: [CH3:24][C:19]1[N:18]=[C:17]([N:14]2[CH2:13][CH2:12][CH:11]([CH2:10][CH2:9][NH2:8])[CH2:16][CH2:15]2)[CH:22]=[C:21]([CH3:23])[N:20]=1. Given the reactants C([N:8](CC1C=CC=CC=1)[CH2:9][CH2:10][CH:11]1[CH2:16][CH2:15][N:14]([C:17]2[CH:22]=[C:21]([CH3:23])[N:20]=[C:19]([CH3:24])[N:18]=2)[CH2:13][CH2:12]1)C1C=CC=CC=1, predict the reaction product. (6) Given the reactants [Br:1][C:2]1[CH:3]=[C:4]([CH2:8][CH:9]([OH:31])[CH:10]([NH:12][C:13]([C:15]2[O:19][N:18]=[C:17]([C:20]3[CH:25]=[CH:24][C:23]([O:26][C:27]([F:30])([F:29])[F:28])=[CH:22][CH:21]=3)[N:16]=2)=[O:14])[CH3:11])[CH:5]=[CH:6][CH:7]=1.CC(OI1(OC(C)=O)(OC(C)=O)OC(=O)C2C=CC=CC1=2)=O, predict the reaction product. The product is: [Br:1][C:2]1[CH:3]=[C:4]([CH2:8][C:9](=[O:31])[CH:10]([NH:12][C:13]([C:15]2[O:19][N:18]=[C:17]([C:20]3[CH:21]=[CH:22][C:23]([O:26][C:27]([F:28])([F:29])[F:30])=[CH:24][CH:25]=3)[N:16]=2)=[O:14])[CH3:11])[CH:5]=[CH:6][CH:7]=1. (7) Given the reactants [CH3:1][O:2][C:3](=[O:17])[CH2:4][O:5][C:6]1[CH:11]=[CH:10][C:9]([O:12][CH2:13][C:14]#[N:15])=[CH:8][C:7]=1[CH3:16].C(N)(=[S:20])C.Cl.C([O-])(O)=O.[Na+], predict the reaction product. The product is: [CH3:1][O:2][C:3](=[O:17])[CH2:4][O:5][C:6]1[CH:11]=[CH:10][C:9]([O:12][CH2:13][C:14](=[S:20])[NH2:15])=[CH:8][C:7]=1[CH3:16]. (8) Given the reactants [CH3:1]/[C:2](/[CH2:7][CH2:8][CH:9]=[C:10]([CH3:12])[CH3:11])=[CH:3]\[C:4](O)=[O:5].CN.[CH2:15]([N:17](CC)CC)C.C1C=CC(P(N=[N+]=[N-])(C2C=CC=CC=2)=O)=CC=1, predict the reaction product. The product is: [CH3:15][NH:17][C:4](=[O:5])/[CH:3]=[C:2](\[CH3:1])/[CH2:7][CH2:8][CH:9]=[C:10]([CH3:12])[CH3:11]. (9) Given the reactants [H][H].O.O[N:5]1[C:9]2C=[CH:11][CH:12]=[CH:13][C:8]=2N=N1.C(N=C=NC(C)C)(C)C.C(N(C(C)C)C(C)C)C.[Cl:32][CH2:33][Cl:34], predict the reaction product. The product is: [Cl:32][CH2:33][Cl:34].[NH:5]1[CH2:11][CH2:12][CH2:13][CH2:8][CH2:9]1. (10) Given the reactants Cl.Cl[C:3]1[CH:8]=[CH:7][N:6]=[CH:5][C:4]=1[C:9]([F:12])([F:11])[F:10].[H-].[Na+].[CH3:15][CH:16]([OH:18])[CH3:17].O, predict the reaction product. The product is: [CH:16]([O:18][C:3]1[CH:8]=[CH:7][N:6]=[CH:5][C:4]=1[C:9]([F:12])([F:11])[F:10])([CH3:17])[CH3:15].